Dataset: TCR-epitope binding with 47,182 pairs between 192 epitopes and 23,139 TCRs. Task: Binary Classification. Given a T-cell receptor sequence (or CDR3 region) and an epitope sequence, predict whether binding occurs between them. (1) The epitope is KMKDLSPRW. The TCR CDR3 sequence is CASSLVGSASGYNSPLHF. Result: 0 (the TCR does not bind to the epitope). (2) The epitope is NLSALGIFST. The TCR CDR3 sequence is CASVGSTGGEAFF. Result: 1 (the TCR binds to the epitope). (3) The epitope is YLDAYNMMI. The TCR CDR3 sequence is CASSWPGTGRDGELFF. Result: 1 (the TCR binds to the epitope). (4) The epitope is KLSYGIATV. The TCR CDR3 sequence is CASSQRVAGVAGELFF. Result: 1 (the TCR binds to the epitope). (5) The epitope is SFHSLHLLF. The TCR CDR3 sequence is CASSHPAGNFHGYTF. Result: 1 (the TCR binds to the epitope).